Dataset: NCI-60 drug combinations with 297,098 pairs across 59 cell lines. Task: Regression. Given two drug SMILES strings and cell line genomic features, predict the synergy score measuring deviation from expected non-interaction effect. (1) Drug 1: CC12CCC3C(C1CCC2=O)CC(=C)C4=CC(=O)C=CC34C. Drug 2: C1C(C(OC1N2C=NC(=NC2=O)N)CO)O. Cell line: RXF 393. Synergy scores: CSS=52.9, Synergy_ZIP=-1.63, Synergy_Bliss=-2.02, Synergy_Loewe=-1.66, Synergy_HSA=-0.465. (2) Drug 1: C(CCl)NC(=O)N(CCCl)N=O. Drug 2: CC12CCC3C(C1CCC2OP(=O)(O)O)CCC4=C3C=CC(=C4)OC(=O)N(CCCl)CCCl.[Na+]. Cell line: CAKI-1. Synergy scores: CSS=0.336, Synergy_ZIP=-1.70, Synergy_Bliss=-2.33, Synergy_Loewe=-6.19, Synergy_HSA=-3.97. (3) Drug 1: C1=C(C(=O)NC(=O)N1)N(CCCl)CCCl. Drug 2: C1=CC(=CC=C1C#N)C(C2=CC=C(C=C2)C#N)N3C=NC=N3. Cell line: M14. Synergy scores: CSS=4.75, Synergy_ZIP=-7.72, Synergy_Bliss=-12.2, Synergy_Loewe=-13.6, Synergy_HSA=-13.8. (4) Drug 1: CCCCCOC(=O)NC1=NC(=O)N(C=C1F)C2C(C(C(O2)C)O)O. Drug 2: C1CC(=O)NC(=O)C1N2C(=O)C3=CC=CC=C3C2=O. Cell line: 786-0. Synergy scores: CSS=1.09, Synergy_ZIP=-0.905, Synergy_Bliss=-0.206, Synergy_Loewe=-1.12, Synergy_HSA=-0.928. (5) Drug 1: CC1CCC2CC(C(=CC=CC=CC(CC(C(=O)C(C(C(=CC(C(=O)CC(OC(=O)C3CCCCN3C(=O)C(=O)C1(O2)O)C(C)CC4CCC(C(C4)OC)OCCO)C)C)O)OC)C)C)C)OC. Drug 2: CC1C(C(CC(O1)OC2CC(CC3=C2C(=C4C(=C3O)C(=O)C5=C(C4=O)C(=CC=C5)OC)O)(C(=O)CO)O)N)O.Cl. Cell line: SF-539. Synergy scores: CSS=55.6, Synergy_ZIP=-2.08, Synergy_Bliss=-0.690, Synergy_Loewe=2.24, Synergy_HSA=4.67. (6) Drug 1: CN(CC1=CN=C2C(=N1)C(=NC(=N2)N)N)C3=CC=C(C=C3)C(=O)NC(CCC(=O)O)C(=O)O. Drug 2: CC(C)NC(=O)C1=CC=C(C=C1)CNNC.Cl. Cell line: MOLT-4. Synergy scores: CSS=29.4, Synergy_ZIP=4.64, Synergy_Bliss=6.25, Synergy_Loewe=-61.0, Synergy_HSA=4.40. (7) Drug 1: CNC(=O)C1=CC=CC=C1SC2=CC3=C(C=C2)C(=NN3)C=CC4=CC=CC=N4. Drug 2: C(=O)(N)NO. Cell line: HOP-62. Synergy scores: CSS=-3.69, Synergy_ZIP=0.931, Synergy_Bliss=-2.23, Synergy_Loewe=-5.09, Synergy_HSA=-5.13.